From a dataset of NCI-60 drug combinations with 297,098 pairs across 59 cell lines. Regression. Given two drug SMILES strings and cell line genomic features, predict the synergy score measuring deviation from expected non-interaction effect. (1) Drug 1: CS(=O)(=O)C1=CC(=C(C=C1)C(=O)NC2=CC(=C(C=C2)Cl)C3=CC=CC=N3)Cl. Drug 2: CC12CCC3C(C1CCC2OP(=O)(O)O)CCC4=C3C=CC(=C4)OC(=O)N(CCCl)CCCl.[Na+]. Cell line: CAKI-1. Synergy scores: CSS=-7.03, Synergy_ZIP=-1.69, Synergy_Bliss=-10.6, Synergy_Loewe=-9.45, Synergy_HSA=-9.90. (2) Drug 1: CCCCCOC(=O)NC1=NC(=O)N(C=C1F)C2C(C(C(O2)C)O)O. Drug 2: CNC(=O)C1=NC=CC(=C1)OC2=CC=C(C=C2)NC(=O)NC3=CC(=C(C=C3)Cl)C(F)(F)F. Cell line: SW-620. Synergy scores: CSS=-5.60, Synergy_ZIP=2.93, Synergy_Bliss=-2.28, Synergy_Loewe=-9.57, Synergy_HSA=-9.04. (3) Drug 1: CN(CC1=CN=C2C(=N1)C(=NC(=N2)N)N)C3=CC=C(C=C3)C(=O)NC(CCC(=O)O)C(=O)O. Drug 2: CC1=C(C(CCC1)(C)C)C=CC(=CC=CC(=CC(=O)O)C)C. Cell line: HT29. Synergy scores: CSS=29.1, Synergy_ZIP=-6.48, Synergy_Bliss=-11.1, Synergy_Loewe=-19.7, Synergy_HSA=-11.5. (4) Drug 1: C1CCC(C1)C(CC#N)N2C=C(C=N2)C3=C4C=CNC4=NC=N3. Synergy scores: CSS=9.08, Synergy_ZIP=1.06, Synergy_Bliss=3.75, Synergy_Loewe=3.04, Synergy_HSA=3.31. Cell line: 786-0. Drug 2: CC1CCCC2(C(O2)CC(NC(=O)CC(C(C(=O)C(C1O)C)(C)C)O)C(=CC3=CSC(=N3)C)C)C. (5) Drug 1: CN(CC1=CN=C2C(=N1)C(=NC(=N2)N)N)C3=CC=C(C=C3)C(=O)NC(CCC(=O)O)C(=O)O. Drug 2: CC(C)NC(=O)C1=CC=C(C=C1)CNNC.Cl. Cell line: HOP-62. Synergy scores: CSS=3.00, Synergy_ZIP=-0.795, Synergy_Bliss=0.785, Synergy_Loewe=-1.10, Synergy_HSA=0.0298. (6) Drug 1: CN1CCC(CC1)COC2=C(C=C3C(=C2)N=CN=C3NC4=C(C=C(C=C4)Br)F)OC. Drug 2: CC1=C(C(=CC=C1)Cl)NC(=O)C2=CN=C(S2)NC3=CC(=NC(=N3)C)N4CCN(CC4)CCO. Cell line: MOLT-4. Synergy scores: CSS=13.6, Synergy_ZIP=-1.32, Synergy_Bliss=-0.491, Synergy_Loewe=-1.39, Synergy_HSA=-0.941. (7) Drug 1: C1CCC(C1)C(CC#N)N2C=C(C=N2)C3=C4C=CNC4=NC=N3. Drug 2: CC1OCC2C(O1)C(C(C(O2)OC3C4COC(=O)C4C(C5=CC6=C(C=C35)OCO6)C7=CC(=C(C(=C7)OC)O)OC)O)O. Cell line: BT-549. Synergy scores: CSS=35.5, Synergy_ZIP=7.06, Synergy_Bliss=5.95, Synergy_Loewe=-11.6, Synergy_HSA=3.56. (8) Drug 1: COC1=NC(=NC2=C1N=CN2C3C(C(C(O3)CO)O)O)N. Drug 2: C1=CC=C(C=C1)NC(=O)CCCCCCC(=O)NO. Cell line: SNB-19. Synergy scores: CSS=-3.21, Synergy_ZIP=-0.316, Synergy_Bliss=-4.91, Synergy_Loewe=-19.1, Synergy_HSA=-15.6. (9) Drug 1: C1=CC(=CC=C1CC(C(=O)O)N)N(CCCl)CCCl.Cl. Drug 2: C#CCC(CC1=CN=C2C(=N1)C(=NC(=N2)N)N)C3=CC=C(C=C3)C(=O)NC(CCC(=O)O)C(=O)O. Cell line: SK-MEL-2. Synergy scores: CSS=-21.2, Synergy_ZIP=-1.06, Synergy_Bliss=-15.1, Synergy_Loewe=-17.0, Synergy_HSA=-17.0. (10) Cell line: TK-10. Drug 1: CC1C(C(CC(O1)OC2CC(CC3=C2C(=C4C(=C3O)C(=O)C5=C(C4=O)C(=CC=C5)OC)O)(C(=O)CO)O)N)O.Cl. Drug 2: COC1=C(C=C2C(=C1)N=CN=C2NC3=CC(=C(C=C3)F)Cl)OCCCN4CCOCC4. Synergy scores: CSS=16.9, Synergy_ZIP=-7.75, Synergy_Bliss=1.78, Synergy_Loewe=-9.47, Synergy_HSA=-0.428.